This data is from Catalyst prediction with 721,799 reactions and 888 catalyst types from USPTO. The task is: Predict which catalyst facilitates the given reaction. (1) Reactant: O=O.[Br:3][C:4]1[CH:9]=[CH:8][C:7]([CH:10]([F:12])[F:11])=[CH:6][CH:5]=1.[Br:13]N1C(=O)CCC1=O. Product: [Br:3][C:4]1[CH:9]=[CH:8][C:7]([C:10]([Br:13])([F:12])[F:11])=[CH:6][CH:5]=1. The catalyst class is: 53. (2) Reactant: C([O:3][C:4](=[O:28])[CH2:5][N:6]1[C:14]2[C:9](=[CH:10][CH:11]=[CH:12][CH:13]=2)[C:8]([CH:15]=[C:16]([C:26]#[N:27])[C:17](=[O:25])[NH:18][C:19]2[CH:24]=[CH:23][CH:22]=[CH:21][CH:20]=2)=[CH:7]1)C.[OH-].[Na+]. Product: [C:26](/[C:16](/[C:17](=[O:25])[NH:18][C:19]1[CH:20]=[CH:21][CH:22]=[CH:23][CH:24]=1)=[CH:15]\[C:8]1[C:9]2[C:14](=[CH:13][CH:12]=[CH:11][CH:10]=2)[N:6]([CH2:5][C:4]([OH:28])=[O:3])[CH:7]=1)#[N:27]. The catalyst class is: 20. (3) Reactant: C(=O)(O)[O-].[Na+].[N:6]#[C:7]Br.[Si:9]([O:16][CH2:17][CH2:18][NH:19][C:20]1[CH:25]=[CH:24][C:23]([NH:26][C:27]([C:29]2[NH:33][CH:32]=[N:31][C:30]=2[C:34]([NH:36][C:37]2[CH:42]=[CH:41][C:40]([Cl:43])=[CH:39][N:38]=2)=[O:35])=[O:28])=[CH:22][CH:21]=1)([C:12]([CH3:15])([CH3:14])[CH3:13])([CH3:11])[CH3:10]. Product: [Si:9]([O:16][CH2:17][CH2:18][N:19]([C:7]#[N:6])[C:20]1[CH:21]=[CH:22][C:23]([NH:26][C:27]([C:29]2[NH:33][CH:32]=[N:31][C:30]=2[C:34]([NH:36][C:37]2[CH:42]=[CH:41][C:40]([Cl:43])=[CH:39][N:38]=2)=[O:35])=[O:28])=[CH:24][CH:25]=1)([C:12]([CH3:15])([CH3:13])[CH3:14])([CH3:10])[CH3:11]. The catalyst class is: 410. (4) Reactant: [C:1]1([C:7]([C:21]2[CH:26]=[CH:25][CH:24]=[CH:23][CH:22]=2)([C:15]2[CH:20]=[CH:19][CH:18]=[CH:17][CH:16]=2)[N:8]2[CH2:13][CH2:12][CH:11](O)[CH2:10][CH2:9]2)[CH:6]=[CH:5][CH:4]=[CH:3][CH:2]=1.C(O)(=S)C.C(OC(OCC(C)(C)C)N(C)C)C(C)(C)C. Product: [C:1]1([C:7]([C:21]2[CH:26]=[CH:25][CH:24]=[CH:23][CH:22]=2)([C:15]2[CH:16]=[CH:17][CH:18]=[CH:19][CH:20]=2)[N:8]2[CH2:13][CH2:12][CH2:11][CH2:10][CH2:9]2)[CH:2]=[CH:3][CH:4]=[CH:5][CH:6]=1. The catalyst class is: 9. (5) Reactant: C[Si](C([Si](C)(C)C)C(N)=[O:7])(C)C.[CH2:13]([C@@:16]1(C2C=CC=CC=2C([O-])=O)[C@@H:20]([O:21][CH2:22][C:23]2[CH:28]=[CH:27][CH:26]=[CH:25][CH:24]=2)[C@@H:19]([CH2:29][O:30][CH2:31][C:32]2[CH:37]=[CH:36][CH:35]=[CH:34][CH:33]=2)[O:18][C@@H:17]1OC)[CH:14]=[CH2:15].[NH:49]1[CH:56]=[CH:55][C:53](=[O:54])[NH:52][C:50]1=[O:51].[Sn](Cl)(Cl)(Cl)Cl.C([O-])(O)=O.[Na+]. Product: [CH2:13]([C@@:16]1([OH:7])[C@H:20]([O:21][CH2:22][C:23]2[CH:28]=[CH:27][CH:26]=[CH:25][CH:24]=2)[C@@H:19]([CH2:29][O:30][CH2:31][C:32]2[CH:37]=[CH:36][CH:35]=[CH:34][CH:33]=2)[O:18][C@H:17]1[N:49]1[CH:56]=[CH:55][C:53](=[O:54])[NH:52][C:50]1=[O:51])[CH:14]=[CH2:15]. The catalyst class is: 115. (6) Reactant: [C:1]1([CH:7]([NH2:10])[CH2:8][CH3:9])[CH:6]=[CH:5][CH:4]=[CH:3][CH:2]=1.Cl.C1(C(N)CC)C=CC=CC=1.[CH:22]1[N:27]=[C:26](Cl)[C:25]2[N:29]=[CH:30][N:31]([C@@H:32]3[O:36][C@H:35]([CH2:37][OH:38])[C@@H:34]([OH:39])[C@H:33]3[OH:40])[C:24]=2[N:23]=1.C(N(CC)CC)C. Product: [C:1]1([CH:7]([NH:10][C:26]2[C:25]3[N:29]=[CH:30][N:31]([C:24]=3[N:23]=[CH:22][N:27]=2)[C@@H:32]2[O:36][C@H:35]([CH2:37][OH:38])[C@@H:34]([OH:39])[C@H:33]2[OH:40])[CH2:8][CH3:9])[CH:6]=[CH:5][CH:4]=[CH:3][CH:2]=1. The catalyst class is: 259. (7) Reactant: [NH2:1][C:2]1[C:6]([C:7]2[N:12]=[C:11]([NH:13][C:14]3[N:19]=[CH:18][C:17]4[N:20]=[C:21]([CH2:26][O:27]C5CCCCO5)[N:22]([CH:23]([CH3:25])[CH3:24])[C:16]=4[CH:15]=3)[CH:10]=[CH:9][N:8]=2)=[CH:5][N:4]([CH2:34][CH:35]2[CH2:37][CH2:36]2)[N:3]=1.FC(F)(F)C(O)=O. Product: [NH2:1][C:2]1[C:6]([C:7]2[N:12]=[C:11]([NH:13][C:14]3[N:19]=[CH:18][C:17]4[N:20]=[C:21]([CH2:26][OH:27])[N:22]([CH:23]([CH3:25])[CH3:24])[C:16]=4[CH:15]=3)[CH:10]=[CH:9][N:8]=2)=[CH:5][N:4]([CH2:34][CH:35]2[CH2:37][CH2:36]2)[N:3]=1. The catalyst class is: 8.